Dataset: Reaction yield outcomes from USPTO patents with 853,638 reactions. Task: Predict the reaction yield, written as a fraction of the theoretical maximum amount of product (1.0 means a 100% yield; for example, 0.34 means a 34% yield). (1) The reactants are [C:1]([C:3]1[CH:12]=[CH:11][C:10](F)=[CH:9][C:4]=1[C:5]([O:7][CH3:8])=[O:6])#[N:2].[Br:14][C:15]1[CH:22]=[CH:21][C:20]([OH:23])=[CH:19][C:16]=1[CH:17]=[O:18].C(=O)([O-])[O-].[K+].[K+].O. The catalyst is CN(C)C=O. The product is [Br:14][C:15]1[CH:22]=[CH:21][C:20]([O:23][C:10]2[CH:11]=[CH:12][C:3]([C:1]#[N:2])=[C:4]([CH:9]=2)[C:5]([O:7][CH3:8])=[O:6])=[CH:19][C:16]=1[CH:17]=[O:18]. The yield is 0.710. (2) The reactants are [F:1][C:2]1[CH:9]=[CH:8][C:5]([CH:6]=[O:7])=[CH:4][C:3]=1[O:10][CH3:11].[Br-:12].[K+].BrBr. The catalyst is O. The product is [Br:12][C:8]1[CH:9]=[C:2]([F:1])[C:3]([O:10][CH3:11])=[CH:4][C:5]=1[CH:6]=[O:7]. The yield is 0.920. (3) The reactants are CCCC[N+](CCCC)(CCCC)CCCC.[F-].[Si]([O:26][C@@H:27]1[CH2:43][C@H:42]2[C@@:30]([CH3:62])([C@@H:31]3[C@@H:39]([CH2:40][C@@H:41]2[O:44][Si](C(C)(C)C)(C)C)[C@H:38]2[C@@:34]([CH3:61])([C@@H:35]([C@@:52]([OH:60])([CH2:54][CH2:55][CH2:56][CH2:57][CH2:58][CH3:59])[CH3:53])[CH2:36][CH2:37]2)[CH2:33][CH2:32]3)[CH2:29][CH2:28]1)(C(C)(C)C)(C)C. The catalyst is C1COCC1.O. The product is [OH:60][C@:52]([C@@H:35]1[C@:34]2([CH3:61])[C@H:38]([C@H:39]3[C@H:31]([CH2:32][CH2:33]2)[C@:30]2([CH3:62])[C@H:42]([CH2:43][C@@H:27]([OH:26])[CH2:28][CH2:29]2)[C@@H:41]([OH:44])[CH2:40]3)[CH2:37][CH2:36]1)([CH2:54][CH2:55][CH2:56][CH2:57][CH2:58][CH3:59])[CH3:53]. The yield is 0.700. (4) The reactants are C[O:2][C:3]1[CH:8]=[CH:7][C:6]([CH2:9][CH2:10][CH2:11][CH2:12][NH2:13])=[CH:5][CH:4]=1.[BrH:14]. No catalyst specified. The product is [BrH:14].[OH:2][C:3]1[CH:4]=[CH:5][C:6]([CH2:9][CH2:10][CH2:11][CH2:12][NH2:13])=[CH:7][CH:8]=1. The yield is 0.900.